Predict the reactants needed to synthesize the given product. From a dataset of Full USPTO retrosynthesis dataset with 1.9M reactions from patents (1976-2016). (1) Given the product [N:11]1([C:9]([C:6]2[CH:5]=[C:4]([NH2:1])[NH:8][N:7]=2)=[O:10])[C:20]2[C:15](=[CH:16][CH:17]=[CH:18][CH:19]=2)[CH2:14][CH2:13][CH2:12]1, predict the reactants needed to synthesize it. The reactants are: [N+:1]([C:4]1[NH:8][N:7]=[C:6]([C:9]([N:11]2[C:20]3[C:15](=[CH:16][CH:17]=[CH:18][CH:19]=3)[CH2:14][CH2:13][CH2:12]2)=[O:10])[CH:5]=1)([O-])=O. (2) Given the product [C:20]([Si:23]([CH3:25])([CH3:24])[O:1][C:2]1[CH:10]=[C:9]2[C:5]([CH:6]=[C:7]([C:11]([OH:13])=[O:12])[NH:8]2)=[CH:4][CH:3]=1)([CH3:22])([CH3:21])[CH3:19], predict the reactants needed to synthesize it. The reactants are: [OH:1][C:2]1[CH:10]=[C:9]2[C:5]([CH:6]=[C:7]([C:11]([OH:13])=[O:12])[NH:8]2)=[CH:4][CH:3]=1.N1C=CN=C1.[CH3:19][C:20]([Si:23](Cl)([CH3:25])[CH3:24])([CH3:22])[CH3:21]. (3) Given the product [CH3:2][O:3][C:4](=[O:15])[CH:5]([CH3:14])[CH2:6][CH2:7][CH:8]1[CH2:13][CH2:12][CH2:11][CH2:10][N:9]1[S:32]([C:28]1[C:29]([CH3:31])=[CH:30][C:25]([O:24][CH3:23])=[CH:26][C:27]=1[CH3:36])(=[O:34])=[O:33], predict the reactants needed to synthesize it. The reactants are: Cl.[CH3:2][O:3][C:4](=[O:15])[CH:5]([CH3:14])[CH2:6][CH2:7][CH:8]1[CH2:13][CH2:12][CH2:11][CH2:10][NH:9]1.C(N(CC)CC)C.[CH3:23][O:24][C:25]1[CH:30]=[C:29]([CH3:31])[C:28]([S:32](Cl)(=[O:34])=[O:33])=[C:27]([CH3:36])[CH:26]=1.Cl. (4) Given the product [OH:25][CH2:24][C:14]1[CH:15]=[CH:16][C:17]2[C:18]3[C:23]([C:10](=[O:9])[NH:11][C:12]=2[CH:13]=1)=[CH:22][CH:21]=[CH:20][CH:19]=3, predict the reactants needed to synthesize it. The reactants are: ClC(OCC(C)C)=O.[O:9]=[C:10]1[C:23]2[C:18](=[CH:19][CH:20]=[CH:21][CH:22]=2)[C:17]2[CH:16]=[CH:15][C:14]([C:24](O)=[O:25])=[CH:13][C:12]=2[NH:11]1.C(N(CC)CC)C.CCOC(C)=O. (5) Given the product [Cl:31][C:13]1[CH:12]=[C:11]([CH:16]=[CH:15][C:14]=1[NH:17][CH:18]1[CH2:23][CH2:22][NH:21][CH2:20][CH2:19]1)[C:9]([NH2:8])=[O:10], predict the reactants needed to synthesize it. The reactants are: FC(F)(F)C(O)=O.[NH2:8][C:9]([C:11]1[CH:16]=[CH:15][C:14]([NH:17][CH:18]2[CH2:23][CH2:22][N:21](C(OC(C)(C)C)=O)[CH2:20][CH2:19]2)=[C:13]([Cl:31])[CH:12]=1)=[O:10].